From a dataset of Catalyst prediction with 721,799 reactions and 888 catalyst types from USPTO. Predict which catalyst facilitates the given reaction. (1) Product: [CH3:9][C:7]1[O:8][C:4]2[CH:3]=[C:2]([B:15]3[O:16][C:17]([CH3:19])([CH3:18])[C:13]([CH3:29])([CH3:12])[O:14]3)[CH:11]=[CH:10][C:5]=2[N:6]=1. Reactant: Br[C:2]1[CH:11]=[CH:10][C:5]2[N:6]=[C:7]([CH3:9])[O:8][C:4]=2[CH:3]=1.[CH3:12][C:13]1([CH3:29])[C:17]([CH3:19])([CH3:18])[O:16][B:15]([B:15]2[O:16][C:17]([CH3:19])([CH3:18])[C:13]([CH3:29])([CH3:12])[O:14]2)[O:14]1.CC([O-])=O.[K+].C(Cl)Cl. The catalyst class is: 800. (2) The catalyst class is: 18. Product: [CH3:36][O:35][CH2:34][O:33][C@@H:11]1[CH2:10][C@:9]2([CH3:37])[C@@H:5]([CH2:4][N:1]3[CH:51]=[C:50]([C:47]4[CH:48]=[CH:49][C:44]([O:43][CH3:42])=[CH:45][CH:46]=4)[N:3]=[N:2]3)[CH2:6][CH2:7][C@:8]2([O:38][CH2:39][O:40][CH3:41])[CH:13]2[CH2:14][CH2:15][C@@:16]3([OH:32])[C@@:25]4([CH:12]12)[C@H:20]([O:21][C:22]([CH3:27])([CH3:26])[O:23][CH2:24]4)[CH2:19][C@H:18]([O:28][CH2:29][O:30][CH3:31])[CH2:17]3. Reactant: [N:1]([CH2:4][C@@H:5]1[C@@:9]2([CH3:37])[CH2:10][C@@H:11]([O:33][CH2:34][O:35][CH3:36])[CH:12]3[C@:25]45[C@@:16]([OH:32])([CH2:17][C@@H:18]([O:28][CH2:29][O:30][CH3:31])[CH2:19][C@H:20]4[O:21][C:22]([CH3:27])([CH3:26])[O:23][CH2:24]5)[CH2:15][CH2:14][CH:13]3[C@@:8]2([O:38][CH2:39][O:40][CH3:41])[CH2:7][CH2:6]1)=[N+:2]=[N-:3].[CH3:42][O:43][C:44]1[CH:49]=[CH:48][C:47]([C:50]#[CH:51])=[CH:46][CH:45]=1.O=C1O[C@H]([C@H](CO)O)C([O-])=C1O.[Na+]. (3) Reactant: Br[CH:2]([C:11]([C:13]1[S:14][C:15]([Cl:18])=[CH:16][CH:17]=1)=[O:12])[CH2:3][CH2:4][CH2:5][C:6]([O:8][CH2:9][CH3:10])=[O:7].C([O-])=[O:20].[Na+].CO. Product: [Cl:18][C:15]1[S:14][C:13]([C:11](=[O:12])[CH:2]([OH:20])[CH2:3][CH2:4][CH2:5][C:6]([O:8][CH2:9][CH3:10])=[O:7])=[CH:17][CH:16]=1. The catalyst class is: 13. (4) Reactant: [F:1][C:2]([F:15])([F:14])[S:3]([O:6]S(C(F)(F)F)(=O)=O)(=[O:5])=[O:4].[C:16]([C:20]1[CH:21]=[C:22](O)[CH:23]=[C:24]([C:26]([CH3:29])([CH3:28])[CH3:27])[CH:25]=1)([CH3:19])([CH3:18])[CH3:17]. Product: [O:6]([C:22]1[CH:21]=[C:20]([C:16]([CH3:18])([CH3:17])[CH3:19])[CH:25]=[C:24]([C:26]([CH3:29])([CH3:28])[CH3:27])[CH:23]=1)[S:3]([C:2]([F:15])([F:14])[F:1])(=[O:5])=[O:4]. The catalyst class is: 17. (5) Reactant: O1CCCC1[O:6][CH2:7][C:8]([O:10][CH2:11][C@H:12]1[O:40][C@@H:16]([O:17][C:18]2[CH:23]=[C:22]([CH2:24][O:25]C3CCCO3)[CH:21]=[CH:20][C:19]=2[CH2:31][C:32]2[CH:37]=[CH:36][C:35]([CH2:38][CH3:39])=[CH:34][CH:33]=2)[C@H:15]([OH:41])[C@@H:14]([OH:42])[CH2:13]1)=[O:9].CC1C=CC(S(O)(=O)=O)=CC=1. Product: [OH:6][CH2:7][C:8]([O:10][CH2:11][C@H:12]1[O:40][C@@H:16]([O:17][C:18]2[CH:23]=[C:22]([CH2:24][OH:25])[CH:21]=[CH:20][C:19]=2[CH2:31][C:32]2[CH:33]=[CH:34][C:35]([CH2:38][CH3:39])=[CH:36][CH:37]=2)[C@H:15]([OH:41])[C@@H:14]([OH:42])[CH2:13]1)=[O:9]. The catalyst class is: 5. (6) Reactant: C([O:3][C:4](=[O:18])[CH2:5][C@@H:6]1[O:10][B:9]([OH:11])[C:8]2[CH:12]=[C:13]([OH:17])[CH:14]=[C:15]([CH3:16])[C:7]1=2)C.[OH-].[Li+]. Product: [OH:11][B:9]1[C:8]2[CH:12]=[C:13]([OH:17])[CH:14]=[C:15]([CH3:16])[C:7]=2[CH:6]([CH2:5][C:4]([OH:18])=[O:3])[O:10]1. The catalyst class is: 20. (7) The catalyst class is: 6. Reactant: [NH2:1][C:2]1[CH:7]=[CH:6][C:5]([N:8]2[CH2:13][CH2:12][C:11]3[C:14]([C:25]([O:27]CC)=O)=[N:15][N:16]([C:17]4[CH:22]=[CH:21][C:20]([O:23][CH3:24])=[CH:19][CH:18]=4)[C:10]=3[C:9]2=[O:30])=[CH:4][CH:3]=1.[NH3:31]. Product: [NH2:1][C:2]1[CH:7]=[CH:6][C:5]([N:8]2[CH2:13][CH2:12][C:11]3[C:14]([C:25]([NH2:31])=[O:27])=[N:15][N:16]([C:17]4[CH:22]=[CH:21][C:20]([O:23][CH3:24])=[CH:19][CH:18]=4)[C:10]=3[C:9]2=[O:30])=[CH:4][CH:3]=1. (8) Reactant: C([Li])CCC.CCCCCC.C(C(C1C=CC(Cl)=CC=1)=[C:20]1[C:32]2[C:24]([CH:25]=[C:26]3[C:31]=2[CH:30]=[C:29]([C:33]([CH3:36])([CH3:35])[CH3:34])[C:28]([C:37]2[CH:42]=[CH:41][CH:40]=[CH:39][CH:38]=2)=[CH:27]3)=[C:23](C2C=CC=C2)[C:22]([C:48]2[CH:53]=[CH:52][CH:51]=[CH:50][CH:49]=2)=[C:21]1[C:54]([CH3:57])([CH3:56])[CH3:55])C1C=CC=CC=1.[CH3:65][C:66]([C:72]1[CH:77]=[CH:76][C:75]([CH3:78])=[CH:74][CH:73]=1)=[C:67]1[CH:71]=[CH:70][CH:69]=[CH:68]1. Product: [CH3:65][C:66]([C:72]1[CH:73]=[CH:74][C:75]([CH3:78])=[CH:76][CH:77]=1)([CH:67]1[CH:68]=[CH:69][CH:70]=[CH:71]1)[C:23]1[C:24]2[CH2:25][C:26]3[C:31](=[CH:30][C:29]([C:33]([CH3:34])([CH3:36])[CH3:35])=[C:28]([C:37]4[CH:38]=[CH:39][CH:40]=[CH:41][CH:42]=4)[CH:27]=3)[C:32]=2[CH:20]=[C:21]([C:54]([CH3:56])([CH3:55])[CH3:57])[C:22]=1[C:48]1[CH:53]=[CH:52][CH:51]=[CH:50][CH:49]=1. The catalyst class is: 7. (9) Reactant: [CH2:1]([O:5][C:6]1[N:10]([C:11]2[CH:16]=[CH:15][CH:14]=[CH:13][C:12]=2[CH3:17])[N:9]=[C:8]([C:18](OCC)=[O:19])[CH:7]=1)[CH:2]([CH3:4])[CH3:3].[H-].[Al+3].[Li+].[H-].[H-].[H-].O.O.O.O.O.O.O.O.O.O.S([O-])([O-])(=O)=O.[Na+].[Na+]. Product: [CH2:1]([O:5][C:6]1[N:10]([C:11]2[CH:16]=[CH:15][CH:14]=[CH:13][C:12]=2[CH3:17])[N:9]=[C:8]([CH2:18][OH:19])[CH:7]=1)[CH:2]([CH3:4])[CH3:3]. The catalyst class is: 7. (10) Reactant: CCO.[CH3:4][CH:5]([CH2:7][N:8]([S:32]([C:35]1[CH:36]=[CH:37][C:38]([NH2:41])=[CH:39][CH:40]=1)(=[O:34])=[O:33])[CH2:9][C@@H:10]([OH:31])[C@@H:11]([NH:19][C:20]([O:22][C@@H:23]1[C@@H:27]2[CH2:28][CH2:29][O:30][C@@H:26]2[O:25][CH2:24]1)=[O:21])[CH2:12][C:13]1[CH:14]=[CH:15][CH:16]=[CH:17][CH:18]=1)[CH3:6].CCCCCCC. Product: [CH3:6][CH:5]([CH2:7][N:8]([S:32]([C:35]1[CH:40]=[CH:39][C:38]([NH2:41])=[CH:37][CH:36]=1)(=[O:34])=[O:33])[CH2:9][C@@H:10]([OH:31])[C@@H:11]([NH:19][C:20]([O:22][C@@H:23]1[C@@H:27]2[CH2:28][CH2:29][O:30][C@@H:26]2[O:25][CH2:24]1)=[O:21])[CH2:12][C:13]1[CH:18]=[CH:17][CH:16]=[CH:15][CH:14]=1)[CH3:4]. The catalyst class is: 13.